Dataset: Forward reaction prediction with 1.9M reactions from USPTO patents (1976-2016). Task: Predict the product of the given reaction. (1) Given the reactants F[C:2]1[N:11]=[CH:10][C:9]([F:12])=[CH:8][C:3]=1[C:4]([O:6]C)=[O:5].Cl.[F:14][C:15]1([F:20])[CH2:18][CH:17]([NH2:19])[CH2:16]1.C(N(CC)CC)C.[OH-].[Li+], predict the reaction product. The product is: [F:14][C:15]1([F:20])[CH2:18][CH:17]([NH:19][C:2]2[N:11]=[CH:10][C:9]([F:12])=[CH:8][C:3]=2[C:4]([OH:6])=[O:5])[CH2:16]1. (2) Given the reactants [C:1]([C:5]1[N:6]=[C:7]([N:16]2[CH2:20][CH2:19][C:18]([F:22])([F:21])[CH2:17]2)[C:8]2[N:13]=[N:12][N:11]([CH2:14][CH3:15])[C:9]=2[N:10]=1)([CH3:4])([CH3:3])[CH3:2].C(C1N=C(N2CCC(F)(F)C2)C2N=NNC=2N=1)(C)(C)C.[O:43]1CC[C@@H:45](O)[CH2:44]1, predict the reaction product. The product is: [C:1]([C:5]1[N:6]=[C:7]([N:16]2[CH2:20][CH2:19][C:18]([F:21])([F:22])[CH2:17]2)[C:8]2[N:13]=[N:12][N:11]([C@H:14]3[CH2:45][CH2:44][O:43][CH2:15]3)[C:9]=2[N:10]=1)([CH3:2])([CH3:3])[CH3:4]. (3) Given the reactants [CH2:1]([NH:8][CH2:9][C:10]1[NH:11][CH:12]=[C:13]([C:15]2[CH:20]=[CH:19][C:18]([C:21]3[CH:26]=[CH:25][CH:24]=[CH:23][CH:22]=3)=[CH:17][CH:16]=2)[N:14]=1)[C:2]1[CH:7]=[CH:6][CH:5]=[CH:4][CH:3]=1.C(=O)([O-])[O-].[K+].[K+].[Br-].[CH3:34][CH2:35][CH2:36][CH2:37][CH2:38][CH3:39], predict the reaction product. The product is: [CH2:1]([N:8]([CH2:9][C:10]1[NH:11][CH:12]=[C:13]([C:15]2[CH:16]=[CH:17][C:18]([C:21]3[CH:26]=[CH:25][CH:24]=[CH:23][CH:22]=3)=[CH:19][CH:20]=2)[N:14]=1)[CH2:34][CH2:35][CH2:36][CH2:37][CH2:38][CH3:39])[C:2]1[CH:3]=[CH:4][CH:5]=[CH:6][CH:7]=1.